From a dataset of Full USPTO retrosynthesis dataset with 1.9M reactions from patents (1976-2016). Predict the reactants needed to synthesize the given product. (1) The reactants are: Cl[C:2]1[CH:11]=[CH:10][C:9]2[CH:8]([C:12]3[CH:17]=[CH:16][C:15]([O:18][CH3:19])=[CH:14][CH:13]=3)[CH2:7][N:6]([CH3:20])[CH2:5][C:4]=2[N:3]=1.N(CC)CC.[CH2:26]([N:30]1[CH2:35][CH2:34][CH2:33][CH2:32][CH2:31]1)[CH2:27][C:28]#[CH:29].C1C=CC(P(C2C=CC=CC=2)C2C=CC=CC=2)=CC=1. Given the product [CH3:19][O:18][C:15]1[CH:16]=[CH:17][C:12]([CH:8]2[CH2:7][N:6]([CH3:20])[CH2:5][C:4]3[N:3]=[C:2]([C:29]#[C:28][CH2:27][CH2:26][N:30]4[CH2:35][CH2:34][CH2:33][CH2:32][CH2:31]4)[CH:11]=[CH:10][C:9]2=3)=[CH:13][CH:14]=1, predict the reactants needed to synthesize it. (2) Given the product [Br:3][C:4]1[CH:5]=[C:6]([C:23]([OH:25])=[O:24])[C:7]2[CH:8]=[N:9][N:10]([S:13]([C:16]3[CH:17]=[CH:18][C:19]([CH3:22])=[CH:20][CH:21]=3)(=[O:15])=[O:14])[C:11]=2[CH:12]=1, predict the reactants needed to synthesize it. The reactants are: [OH-].[Li+].[Br:3][C:4]1[CH:5]=[C:6]([C:23]([O:25]C)=[O:24])[C:7]2[CH:8]=[N:9][N:10]([S:13]([C:16]3[CH:21]=[CH:20][C:19]([CH3:22])=[CH:18][CH:17]=3)(=[O:15])=[O:14])[C:11]=2[CH:12]=1.Cl.